Binary Classification. Given a miRNA mature sequence and a target amino acid sequence, predict their likelihood of interaction. From a dataset of Experimentally validated miRNA-target interactions with 360,000+ pairs, plus equal number of negative samples. (1) The protein sequence of the target gene is MEPDSVIEDKTIELMCSVPRSLWLGCANLVESMCALSCLQSMPSVRCLQISNGTSSVIVSRKRPSEGNYQKEKDLCIKYFDQWSESDQVEFVEHLISRMCHYQHGHINSYLKPMLQRDFITALPEQGLDHIAENILSYLDARSLCAAELVCKEWQRVISEGMLWKKLIERMVRTDPLWKGLSERRGWDQYLFKNRPTDGPPNSFYRSLYPKIIQDIETIESNWRCGRHNLQRIQCRSENSKGVYCLQYDDDKIISGLRDNSIKIWDKSSLECLKVLTGHTGSVLCLQYDERVIVTGSSDS.... The miRNA is rno-miR-31a-5p with sequence AGGCAAGAUGCUGGCAUAGCUG. Result: 0 (no interaction). (2) The miRNA is hsa-miR-3609 with sequence CAAAGUGAUGAGUAAUACUGGCUG. The protein sequence of the target gene is MATVGEWSCVRCTFLNPAGQRQCSICEAPRHKPDLNHILRLSVEEQKWPCARCTFRNFLGKEACEVCGFTPEPAPGAAFLPVLNGVLPKPPAILGEPKGSCQEEAGPVRTAGLVATEPARGQCEDKDEEEKEEQEEEEGAAEPRGGWACPRCTLHNTPVASSCSVCGGPRRLSLPRIPPEALVVPEVVAPAGFHVVPAAPPPGLPGEGAEANPPATSQGPAAEPEPPRVPPFSPFSSTLQNNPVPRSRREVPPQLQPPVPEAAQPSPSAGCRGAPQGSGWAGASRLAELLSGKRLSVLEE.... Result: 1 (interaction). (3) The miRNA is ath-miR157a-5p with sequence UUGACAGAAGAUAGAGAGCAC. The protein sequence of the target gene is MDVVEVAGSWWAQEREDIIMKYEKGHRAGLPEDKGPKPFRSYNNNVDHLGIVHETELPPLTAREAKQIRREISRKSKWVDMLGDWEKYKSSRKLIDRAYKGMPMNIRGPMWSVLLNTEEMKLKNPGRYQIMKEKGKRSSEHIQRIDRDVSGTLRKHIFFRDRYGTKQRELLHILLAYEEYNPEVGYCRDLSHIAALFLLYLPEEDAFWALVQLLASERHSLQGFHSPNGGTVQGLQDQQEHVVATSQPKTMGHQDKKDLCGQCSPLGCLIRILIDGISLGLTLRLWDVYLVEGEQALMPI.... Result: 0 (no interaction). (4) The protein sequence of the target gene is MDYTHQPALIPCGQDKYMPKSELLLHLKTYNLYYEGQNLQLRHREEEDEFIVEGLLNISWGLRRPIRLQMQDDHERIRPPPSSSSWHSGCNLGAQGTTLKPLTMPTVQISEVDMPVEGLETHSPTDSRGLKPVQEDTPQLMRTRSDVGVRRRGNVRTSSDQRRIRRHRFSINGHFYNHKTSVFTPAYGSVTNVRINSTMTTPQVLKLLLNKFKIENSAEEFALYVVHTSGEKQRLKSSDYPLIARILQGPCEQISKVFLMEKDQVEEVTYDVAQYIKFEMPVLKSFIQKLQEEEDREVEK.... The miRNA is hsa-miR-6806-3p with sequence UGAAGCUCUGACAUUCCUGCAG. Result: 0 (no interaction). (5) The miRNA is hsa-miR-4738-3p with sequence UGAAACUGGAGCGCCUGGAGGA. The protein sequence of the target gene is MNHLNVLAKALYDNVAESPDELSFRKGDIMTVLEQDTQGLDGWWLCSLHGRQGIVPGNRLKILVGMYDKKPAGPGPGPPATPAQPQPGLHAPAPPASQYTPMLPNTYQPQPDSVYLVPTPSKAQQGLYQVPGPSPQFQSPPAKQTSTFSKQTPHHPFPSPATDLYQVPPGPGGPAQDIYQVPPSAGMGHDIYQVPPSMDTRSWEGTKPPAKVVVPTRVGQGYVYEAAQPEQDEYDIPRHLLAPGPQDIYDVPPVRGLLPSQYGQEVYDTPPMAVKGPNGRDPLLEVYDVPPSVEKGLPPS.... Result: 0 (no interaction). (6) The miRNA is mmu-miR-7036a-3p with sequence CCGUCCUCAUCCGCUCCUCCCAG. The protein sequence of the target gene is MSEKKNCKNSSTNNNQTQDPSRNELQVPRSFVDRVVQDERDVQSQSSSTINTLLTLLDCLADYIMERVGLEASNNGSMRNTSQDREREVDNNREPHSAESDVTRFLFDEMPKSRKND. Result: 0 (no interaction). (7) The miRNA is hsa-miR-548y with sequence AAAAGUAAUCACUGUUUUUGCC. The protein sequence of the target gene is MATEHVNGNGTEEPMDTTSAVIHSENFQTLLDAGLPQKVAEKLDEIYVAGLVAHSDLDERAIEALKEFNEDGALAVLQQFKDSDLSHVQNKSAFLCGVMKTYRQREKQGTKVADSSKGPDEAKIKALLERTGYTLDVTTGQRKYGGPPPDSVYSGQQPSVGTEIFVGKIPRDLFEDELVPLFEKAGPIWDLRLMMDPLTGLNRGYAFVTFCTKEAAQEAVKLYNNHEIRSGKHIGVCISVANNRLFVGSIPKSKTKEQILEEFSKVTEGLTDVILYHQPDDKKKNRGFCFLEYEDHKTAA.... Result: 1 (interaction). (8) The miRNA is hsa-miR-592 with sequence UUGUGUCAAUAUGCGAUGAUGU. The protein sequence of the target gene is MSVDPMTYEAQFFGFTPQTCMLRIYIAFQDYLFEVMQAVEQVILKKLDGIPDCDISPVQIRKCTEKFLCFMKGHFDNLFSKMEQLFLQLILRIPSNILLPEDKCKETPYSEEDFQHLQKEIEQLQEKYKTELCTKQALLAELEEQKIVQAKLKQTLTFFDELHNVGRDHGTSDFRESLVSLVQNSRKLQNIRDNVEKESKRLKIS. Result: 0 (no interaction). (9) Result: 1 (interaction). The protein sequence of the target gene is MALRAGLVLGFHTLMTLLSPQEAGATKADHMGSYGPAFYQSYGASGQFTHEFDEEQLFSVDLKKSEAVWRLPEFGDFARFDPQGGLAGIAAIKAHLDILVERSNRSRAINVPPRVTVLPKSRVELGQPNILICIVDNIFPPVINITWLRNGQTVTEGVAQTSFYSQPDHLFRKFHYLPFVPSAEDVYDCQVEHWGLDAPLLRHWELQVPIPPPDAMETLVCALGLAIGLVGFLVGTVLIIMGTYVSSVPR. The miRNA is hsa-miR-6833-3p with sequence UUUCUCUCUCCACUUCCUCAG.